This data is from Reaction yield outcomes from USPTO patents with 853,638 reactions. The task is: Predict the reaction yield, written as a fraction of the theoretical maximum amount of product (1.0 means a 100% yield; for example, 0.34 means a 34% yield). (1) The reactants are [Cl:1][C:2]1[CH:7]=[C:6]([C:8]#[N:9])[CH:5]=[C:4]([Cl:10])[C:3]=1[C:11]1[S:12][C:13]2[C:14]([NH:20][C:21]3[CH:22]=C(C=[CH:27][N:28]=3)C#N)=[N:15][CH:16]=[CH:17][C:18]=2[N:19]=1.Br[C:30]1C2SC(C3C(Cl)=CC(C#N)=CC=3Cl)=NC=2C=C[N:31]=1.NC1N=CN=C([N:56]2[CH2:59][CH:58]([OH:60])[CH2:57]2)C=1. No catalyst specified. The product is [Cl:1][C:2]1[CH:7]=[C:6]([CH:5]=[C:4]([Cl:10])[C:3]=1[C:11]1[S:12][C:13]2[C:14]([NH:20][C:21]3[C:22]([N:56]4[CH2:59][CH:58]([OH:60])[CH2:57]4)=[CH:30][N:31]=[CH:27][N:28]=3)=[N:15][CH:16]=[CH:17][C:18]=2[N:19]=1)[C:8]#[N:9]. The yield is 0.520. (2) The reactants are Cl.[CH3:2][O:3][C:4](=[O:12])[CH:5]([NH2:11])[CH2:6][C:7]([F:10])([F:9])[F:8].C(N(CC)CC)C.[Br:20][C:21]1[CH:26]=[CH:25][C:24]([C:27](=O)[CH2:28][S:29][C:30]#[N:31])=[CH:23][CH:22]=1. The catalyst is C(O)C. The product is [Br:20][C:21]1[CH:26]=[CH:25][C:24]([C:27]2[N:31]=[C:30]([NH:11][CH:5]([CH2:6][C:7]([F:9])([F:8])[F:10])[C:4]([O:3][CH3:2])=[O:12])[S:29][CH:28]=2)=[CH:23][CH:22]=1. The yield is 0.560.